This data is from Catalyst prediction with 721,799 reactions and 888 catalyst types from USPTO. The task is: Predict which catalyst facilitates the given reaction. (1) Reactant: [CH:1]1([C:4]2[O:5][C:6]3[C:7](=[C:9]([C:23]#[N:24])[C:10]([CH3:22])=[C:11]([C:14]4[CH:19]=[CH:18][CH:17]=[C:16]([F:20])[C:15]=4[F:21])[C:12]=3F)[N:8]=2)[CH2:3][CH2:2]1.C(N(CC)CC)C.[CH3:32][N:33]([CH3:39])[C@H:34]1[CH2:38][CH2:37][NH:36][CH2:35]1.C(=O)([O-])O.[Na+]. Product: [CH:1]1([C:4]2[O:5][C:6]3[C:7](=[C:9]([C:23]#[N:24])[C:10]([CH3:22])=[C:11]([C:14]4[CH:19]=[CH:18][CH:17]=[C:16]([F:20])[C:15]=4[F:21])[C:12]=3[N:36]3[CH2:37][CH2:38][C@H:34]([N:33]([CH3:39])[CH3:32])[CH2:35]3)[N:8]=2)[CH2:3][CH2:2]1. The catalyst class is: 148. (2) Reactant: [Cl:1][C:2]1[CH:7]=[CH:6][C:5]([C@@:8]2(O)[CH2:13][CH2:12][N:11]([S:14]([C:17]3[CH:22]=[CH:21][C:20]([CH3:23])=[CH:19][CH:18]=3)(=[O:16])=[O:15])[CH2:10][C@@H:9]2[O:24][CH2:25][C:26]2[CH:27]=[CH:28][C:29]3[O:34][CH2:33][CH2:32][N:31]([CH2:35][CH2:36][CH2:37][O:38][CH3:39])[C:30]=3[CH:40]=2)=[C:4]([CH2:42][CH2:43][OH:44])[CH:3]=1.CCN(CC)CC.C1(C)C=CC(S(Cl)(=O)=O)=CC=1. Product: [Cl:1][C:2]1[CH:3]=[C:4]2[C:5](=[CH:6][CH:7]=1)[C@:8]1([CH2:13][CH2:12][N:11]([S:14]([C:17]3[CH:22]=[CH:21][C:20]([CH3:23])=[CH:19][CH:18]=3)(=[O:16])=[O:15])[CH2:10][C@@H:9]1[O:24][CH2:25][C:26]1[CH:27]=[CH:28][C:29]3[O:34][CH2:33][CH2:32][N:31]([CH2:35][CH2:36][CH2:37][O:38][CH3:39])[C:30]=3[CH:40]=1)[O:44][CH2:43][CH2:42]2. The catalyst class is: 64. (3) Reactant: [F:1][C:2]1[C:3](=[O:18])[NH:4][C:5](=[O:17])[N:6]([CH:16]=1)[C@@H:7]1[O:15][C@H:12]([CH2:13][OH:14])[C@@H:10]([OH:11])[C@H:8]1[OH:9].C(=O)([O-])[O-].[K+].[K+].[CH2:25](Br)[CH:26]=[C:27]([CH2:29][CH2:30][CH:31]=[C:32]([CH2:34][CH2:35][CH:36]=[C:37]([CH3:39])[CH3:38])[CH3:33])[CH3:28]. Product: [OH:9][C@@H:8]1[C@H:10]([OH:11])[C@@H:12]([CH2:13][OH:14])[O:15][C@H:7]1[N:6]1[CH:16]=[C:2]([F:1])[C:3](=[O:18])[N:4]([CH2:25]/[CH:26]=[C:27](\[CH3:28])/[CH2:29][CH2:30]/[CH:31]=[C:32](\[CH3:33])/[CH2:34][CH2:35][CH:36]=[C:37]([CH3:39])[CH3:38])[C:5]1=[O:17]. The catalyst class is: 3. (4) Reactant: Br[C:2]1[CH:7]=[CH:6][C:5]([CH2:8][CH2:9][CH2:10][CH3:11])=[CH:4][CH:3]=1.BrCCBr.[Mg].[C:17]1([C:27]#N)[C:26]2[C:21](=[CH:22][CH:23]=[CH:24][CH:25]=2)[CH:20]=[CH:19][N:18]=1.Cl.[O:30]1CCCC1. Product: [CH2:8]([C:5]1[CH:6]=[CH:7][C:2]([C:27]([C:17]2[C:26]3[C:21](=[CH:22][CH:23]=[CH:24][CH:25]=3)[CH:20]=[CH:19][N:18]=2)=[O:30])=[CH:3][CH:4]=1)[CH2:9][CH2:10][CH3:11]. The catalyst class is: 5. (5) Reactant: [F:1][C:2]([F:41])([F:40])[C:3]1[CH:4]=[C:5]([C:13]([CH3:39])([CH3:38])[C:14]([N:16]([CH3:37])[C:17]2[CH:18]=[N:19][C:20]([N:30]3[CH2:35][CH2:34][O:33][CH2:32][C:31]3=[O:36])=[CH:21][C:22]=2[C:23]2[CH:28]=[CH:27][CH:26]=[CH:25][C:24]=2[CH3:29])=[O:15])[CH:6]=[C:7]([C:9]([F:12])([F:11])[F:10])[CH:8]=1.O.O.O.O.O.O.O.[Cl-].[Ce+3].[Cl-].[Cl-].[BH4-].[Na+].CC(C)=O. Product: [F:41][C:2]([F:1])([F:40])[C:3]1[CH:4]=[C:5]([C:13]([CH3:39])([CH3:38])[C:14]([N:16]([C:17]2[CH:18]=[N:19][C:20]([N:30]3[CH2:35][CH2:34][O:33][CH2:32][CH:31]3[OH:36])=[CH:21][C:22]=2[C:23]2[CH:28]=[CH:27][CH:26]=[CH:25][C:24]=2[CH3:29])[CH3:37])=[O:15])[CH:6]=[C:7]([C:9]([F:10])([F:11])[F:12])[CH:8]=1. The catalyst class is: 111. (6) Reactant: [C:1]([O:8][CH3:9])(=[O:7])[CH2:2][C:3]([O:5][CH3:6])=[O:4].[C:10](#[N:12])[CH3:11].Cl[Sn](Cl)(Cl)Cl. Product: [NH2:12][C:10](=[C:2]([C:1]([O:8][CH3:9])=[O:7])[C:3]([O:5][CH3:6])=[O:4])[CH3:11]. The catalyst class is: 26. (7) Reactant: [Br-:1].[Br-].[Br-].C([N+](CCCC)(CCCC)CCCC)CCC.C([N+](CCCC)(CCCC)CCCC)CCC.C([N+](CCCC)(CCCC)CCCC)CCC.[CH:55]([C:58]1[CH:63]=[CH:62][CH:61]=[C:60]([CH:64]([CH3:66])[CH3:65])[C:59]=1[NH2:67])([CH3:57])[CH3:56].S([O-])([O-])(=O)=S.[Na+].[Na+]. Product: [Br:1][C:62]1[CH:63]=[C:58]([CH:55]([CH3:57])[CH3:56])[C:59]([NH2:67])=[C:60]([CH:64]([CH3:66])[CH3:65])[CH:61]=1. The catalyst class is: 7. (8) Reactant: [Cl:1][C:2]1[CH:3]=[CH:4][C:5]([CH3:38])=[C:6]([N:8]2[C:15](=[O:16])[C:14]3[N:13]=[C:12]([C:17]4[C:18]([O:25][CH3:26])=[N:19][C:20]([O:23][CH3:24])=[N:21][CH:22]=4)[N:11]([CH:27]([CH3:29])[CH3:28])[C:10]=3[C@H:9]2[C:30]2[CH:35]=[CH:34][C:33]([Cl:36])=[CH:32][C:31]=2[CH3:37])[CH:7]=1.C[Si]([N-][Si](C)(C)C)(C)C.[Na+].[C:49](Cl)(=[O:53])[O:50][CH2:51][CH3:52]. Product: [CH2:51]([O:50][C:49]([C:9]1([C:30]2[CH:35]=[CH:34][C:33]([Cl:36])=[CH:32][C:31]=2[CH3:37])[C:10]2[N:11]([CH:27]([CH3:28])[CH3:29])[C:12]([C:17]3[C:18]([O:25][CH3:26])=[N:19][C:20]([O:23][CH3:24])=[N:21][CH:22]=3)=[N:13][C:14]=2[C:15](=[O:16])[N:8]1[C:6]1[CH:7]=[C:2]([Cl:1])[CH:3]=[CH:4][C:5]=1[CH3:38])=[O:53])[CH3:52]. The catalyst class is: 1.